Dataset: NCI-60 drug combinations with 297,098 pairs across 59 cell lines. Task: Regression. Given two drug SMILES strings and cell line genomic features, predict the synergy score measuring deviation from expected non-interaction effect. Cell line: NCIH23. Synergy scores: CSS=61.8, Synergy_ZIP=5.44, Synergy_Bliss=5.35, Synergy_Loewe=-14.3, Synergy_HSA=7.48. Drug 2: CC1=C(C(=O)C2=C(C1=O)N3CC4C(C3(C2COC(=O)N)OC)N4)N. Drug 1: C1CC2CC3=C(CC1C24CN(S(=O)(=O)N4)CC(F)(F)F)C=CC(=C3)C=CCN5CCC(CC5)C(F)(F)F.